From a dataset of Forward reaction prediction with 1.9M reactions from USPTO patents (1976-2016). Predict the product of the given reaction. Given the reactants [Br:1][C:2]1[CH:18]=[CH:17][C:5]([C:6]([C:8]2[CH:16]=[CH:15][C:11]([C:12]([OH:14])=O)=[CH:10][CH:9]=2)=[O:7])=[CH:4][CH:3]=1.[CH2:19]([NH:21][CH2:22][CH3:23])[CH3:20], predict the reaction product. The product is: [Br:1][C:2]1[CH:3]=[CH:4][C:5]([C:6]([C:8]2[CH:9]=[CH:10][C:11]([C:12]([N:21]([CH2:22][CH3:23])[CH2:19][CH3:20])=[O:14])=[CH:15][CH:16]=2)=[O:7])=[CH:17][CH:18]=1.